This data is from TCR-epitope binding with 47,182 pairs between 192 epitopes and 23,139 TCRs. The task is: Binary Classification. Given a T-cell receptor sequence (or CDR3 region) and an epitope sequence, predict whether binding occurs between them. The epitope is KLNVGDYFV. The TCR CDR3 sequence is CASSSGLAVYEQYF. Result: 1 (the TCR binds to the epitope).